This data is from Full USPTO retrosynthesis dataset with 1.9M reactions from patents (1976-2016). The task is: Predict the reactants needed to synthesize the given product. (1) Given the product [Cl:12][C:13]1[N:20]=[C:19]([S:11][C:5]2[CH:6]=[CH:7][C:8]([F:10])=[CH:9][C:4]=2[F:3])[CH:18]=[CH:17][C:14]=1[C:15]#[N:16], predict the reactants needed to synthesize it. The reactants are: [OH-].[K+].[F:3][C:4]1[CH:9]=[C:8]([F:10])[CH:7]=[CH:6][C:5]=1[SH:11].[Cl:12][C:13]1[N:20]=[C:19](Cl)[CH:18]=[CH:17][C:14]=1[C:15]#[N:16].Cl. (2) Given the product [NH:1]1[C:5]2[CH:6]=[CH:7][CH:8]=[CH:9][C:4]=2[N:3]=[C:2]1[S:10]([CH2:13][CH2:14][CH2:15][CH2:16][N:17]([CH2:18][C:19]1[C:24]([CH3:25])=[CH:23][C:22]([CH3:26])=[CH:21][N:20]=1)[CH2:37][C:27]1[C:36]2[C:31](=[CH:32][CH:33]=[CH:34][CH:35]=2)[CH:30]=[CH:29][N:28]=1)(=[O:12])=[O:11], predict the reactants needed to synthesize it. The reactants are: [NH:1]1[C:5]2[CH:6]=[CH:7][CH:8]=[CH:9][C:4]=2[N:3]=[C:2]1[S:10]([CH2:13][CH2:14][CH2:15][CH2:16][NH:17][CH2:18][C:19]1[C:24]([CH3:25])=[CH:23][C:22]([CH3:26])=[CH:21][N:20]=1)(=[O:12])=[O:11].[C:27]1([CH:37]=O)[C:36]2[C:31](=[CH:32][CH:33]=[CH:34][CH:35]=2)[CH:30]=[CH:29][N:28]=1.[BH-](OC(C)=O)(OC(C)=O)OC(C)=O.[Na+].